From a dataset of Catalyst prediction with 721,799 reactions and 888 catalyst types from USPTO. Predict which catalyst facilitates the given reaction. (1) Reactant: [CH:1]1([NH:5][C:6]([C:8]2[CH:12]=[C:11]([N+:13]([O-])=O)[NH:10][N:9]=2)=[O:7])[CH2:4][CH2:3][CH2:2]1. Product: [NH2:13][C:11]1[NH:10][N:9]=[C:8]([C:6]([NH:5][CH:1]2[CH2:2][CH2:3][CH2:4]2)=[O:7])[CH:12]=1. The catalyst class is: 810. (2) Product: [C:1]([NH:5][C:6]1[C:15]2[C:10](=[C:11]([NH:16][C:24](=[O:25])[C:23]3[C:18]([Cl:17])=[CH:19][CH:20]=[C:21]([CH2:28][NH:29][C:30](=[O:36])[C:31]([CH3:35])([CH3:34])[CH2:32][OH:33])[C:22]=3[F:27])[CH:12]=[CH:13][CH:14]=2)[N:9]=[CH:8][N:7]=1)([CH3:4])([CH3:2])[CH3:3]. Reactant: [C:1]([NH:5][C:6]1[C:15]2[C:10](=[C:11]([NH2:16])[CH:12]=[CH:13][CH:14]=2)[N:9]=[CH:8][N:7]=1)([CH3:4])([CH3:3])[CH3:2].[Cl:17][C:18]1[C:23]([C:24](O)=[O:25])=[C:22]([F:27])[C:21]([CH2:28][NH:29][C:30](=[O:36])[C:31]([CH3:35])([CH3:34])[CH2:32][OH:33])=[CH:20][CH:19]=1.C(Cl)(=O)C(Cl)=O.CCN(C(C)C)C(C)C. The catalyst class is: 85. (3) Reactant: N1C=CC=CC=1.[Cl:7][C:8]1[C:13]([N+:14]([O-:16])=[O:15])=[C:12]([NH:17][CH2:18][CH2:19][OH:20])[C:11]([CH3:21])=[C:10]([CH3:22])[N:9]=1.[C:23](OC(=O)C)(=[O:25])[CH3:24]. Product: [Cl:7][C:8]1[C:13]([N+:14]([O-:16])=[O:15])=[C:12]([NH:17][CH2:18][CH2:19][O:20][C:23](=[O:25])[CH3:24])[C:11]([CH3:21])=[C:10]([CH3:22])[N:9]=1. The catalyst class is: 119. (4) Reactant: [Br:1][C:2]1[CH:3]=[C:4]([CH:12]2[C:21]3[C:16](=[C:17]4[CH:24]=[CH:23][N:22]([CH3:25])[C:18]4=[CH:19][CH:20]=3)[O:15][CH:14]([OH:26])[CH2:13]2)[CH:5]=[C:6]([O:10][CH3:11])[C:7]=1[O:8][CH3:9].[C:27](Cl)(=O)C.C(=O)(O)[O-].[Na+]. Product: [Br:1][C:2]1[CH:3]=[C:4]([CH:12]2[C:21]3[C:16](=[C:17]4[CH:24]=[CH:23][N:22]([CH3:25])[C:18]4=[CH:19][CH:20]=3)[O:15][CH:14]([O:26][CH3:27])[CH2:13]2)[CH:5]=[C:6]([O:10][CH3:11])[C:7]=1[O:8][CH3:9]. The catalyst class is: 5. (5) Reactant: [CH3:1][O:2][C:3]1[CH:11]=[C:10]2[C:6]([C:7]([CH2:25][N:26]([CH3:28])[CH3:27])=[CH:8][N:9]2[Si:12]([C:21]([CH3:24])([CH3:23])[CH3:22])([C:17]([CH3:20])([CH3:19])[CH3:18])[C:13]([CH3:16])([CH3:15])[CH3:14])=[CH:5][CH:4]=1.C([Li])(C)(C)C.[Cl:34]C(Cl)(Cl)C(Cl)(Cl)Cl. Product: [Cl:34][C:5]1[CH:4]=[C:3]([O:2][CH3:1])[CH:11]=[C:10]2[C:6]=1[C:7]([CH2:25][N:26]([CH3:28])[CH3:27])=[CH:8][N:9]2[Si:12]([C:21]([CH3:24])([CH3:23])[CH3:22])([C:13]([CH3:14])([CH3:15])[CH3:16])[C:17]([CH3:19])([CH3:18])[CH3:20]. The catalyst class is: 28.